Predict the reaction yield, written as a fraction of the theoretical maximum amount of product (1.0 means a 100% yield; for example, 0.34 means a 34% yield). From a dataset of Reaction yield outcomes from USPTO patents with 853,638 reactions. (1) The reactants are [Cl:1][C:2]1[CH:9]=[C:8]([C:10]2[CH2:14][C:13]([C:19]3[CH:24]=[C:23]([Cl:25])[CH:22]=[C:21]([Cl:26])[CH:20]=3)([C:15]([F:18])([F:17])[F:16])[O:12][N:11]=2)[CH:7]=[CH:6][C:3]=1[CH:4]=O.Cl.[NH2:28][OH:29].Cl. The catalyst is CO. The product is [Cl:1][C:2]1[CH:9]=[C:8]([C:10]2[CH2:14][C:13]([C:19]3[CH:24]=[C:23]([Cl:25])[CH:22]=[C:21]([Cl:26])[CH:20]=3)([C:15]([F:18])([F:17])[F:16])[O:12][N:11]=2)[CH:7]=[CH:6][C:3]=1[CH:4]=[N:28][OH:29]. The yield is 0.970. (2) The yield is 0.700. The reactants are [NH2:1][C:2]1[C:3]([CH3:28])=[N:4][C:5]([O:9][CH2:10][C:11]([N:13]([CH:15]2[CH2:20][CH2:19][N:18]([CH2:21][C:22]3[CH:27]=[CH:26][CH:25]=[CH:24][CH:23]=3)[CH2:17][CH2:16]2)[CH3:14])=[O:12])=[N:6][C:7]=1[CH3:8].[CH2:29]([S:31]([OH:34])(=[O:33])=[O:32])[CH3:30]. The product is [CH2:29]([S:31]([OH:34])(=[O:33])=[O:32])[CH3:30].[NH2:1][C:2]1[C:7]([CH3:8])=[N:6][C:5]([O:9][CH2:10][C:11]([N:13]([CH:15]2[CH2:20][CH2:19][N:18]([CH2:21][C:22]3[CH:23]=[CH:24][CH:25]=[CH:26][CH:27]=3)[CH2:17][CH2:16]2)[CH3:14])=[O:12])=[N:4][C:3]=1[CH3:28]. The catalyst is CO. (3) The reactants are [C:1]([C:4]1[S:5][CH:6]=[C:7]([N+:9]([O-])=O)[CH:8]=1)(=[O:3])[CH3:2].O.O.[Sn](Cl)Cl.Cl.CC1C=CC(COC(NNC(C2C=NC=CN=2)=O)=O)=CC=1.[OH-].[Na+]. The catalyst is C(O)C. The product is [C:1]([C:4]1[S:5][CH:6]=[C:7]([NH2:9])[CH:8]=1)(=[O:3])[CH3:2]. The yield is 0.470. (4) The reactants are [CH:1]1([N:6]2[C:10]3[N:11]=[C:12]([NH2:15])[N:13]=[CH:14][C:9]=3[C:8]3[CH:16]=[CH:17][N:18]=[CH:19][C:7]2=3)[CH2:5][CH2:4][CH2:3][CH2:2]1.Cl[C:21]1[N:26]=[CH:25][C:24]([N:27]2[CH2:32][CH2:31][N:30]([CH2:33][CH2:34][O:35][Si:36]([C:39]([CH3:42])([CH3:41])[CH3:40])([CH3:38])[CH3:37])[CH2:29][CH2:28]2)=[CH:23][CH:22]=1.CC(C)([O-])C.[Na+].C1(P(C2C=CC=CC=2)C2C3OC4C(=CC=CC=4P(C4C=CC=CC=4)C4C=CC=CC=4)C(C)(C)C=3C=CC=2)C=CC=CC=1. The catalyst is C1C=CC(/C=C/C(/C=C/C2C=CC=CC=2)=O)=CC=1.C1C=CC(/C=C/C(/C=C/C2C=CC=CC=2)=O)=CC=1.C1C=CC(/C=C/C(/C=C/C2C=CC=CC=2)=O)=CC=1.[Pd].[Pd].O1CCOCC1. The product is [Si:36]([O:35][CH2:34][CH2:33][N:30]1[CH2:31][CH2:32][N:27]([C:24]2[CH:23]=[CH:22][C:21]([NH:15][C:12]3[N:13]=[CH:14][C:9]4[C:8]5[CH:16]=[CH:17][N:18]=[CH:19][C:7]=5[N:6]([CH:1]5[CH2:2][CH2:3][CH2:4][CH2:5]5)[C:10]=4[N:11]=3)=[N:26][CH:25]=2)[CH2:28][CH2:29]1)([C:39]([CH3:42])([CH3:40])[CH3:41])([CH3:37])[CH3:38]. The yield is 0.250. (5) The reactants are [CH2:1]([C:5]1[N:6]=[C:7]([CH3:27])[NH:8][C:9](=[O:26])[C:10]=1[CH2:11][C:12]1[CH:17]=[CH:16][C:15]([C:18]2[C:19]([C:24]#[N:25])=[CH:20][CH:21]=[CH:22][CH:23]=2)=[CH:14][CH:13]=1)[CH2:2][CH2:3][CH3:4].[H-].[Na+].Br[CH2:31][CH2:32][C:33]1[CH:38]=[CH:37][CH:36]=[C:35]([F:39])[CH:34]=1.[Cl-].O[NH3+:42].[C:43](=[O:46])([O-])[OH:44].[Na+]. The catalyst is C(OCC)(=O)C.CS(C)=O.CN(C)C=O. The product is [CH2:1]([C:5]1[N:6]=[C:7]([CH3:27])[N:8]([CH2:31][CH2:32][C:33]2[CH:38]=[CH:37][CH:36]=[C:35]([F:39])[CH:34]=2)[C:9](=[O:26])[C:10]=1[CH2:11][C:12]1[CH:17]=[CH:16][C:15]([C:18]2[CH:23]=[CH:22][CH:21]=[CH:20][C:19]=2[C:24]2[NH:42][C:43](=[O:46])[O:44][N:25]=2)=[CH:14][CH:13]=1)[CH2:2][CH2:3][CH3:4]. The yield is 0.100. (6) The reactants are [CH3:1][O:2][CH2:3][C@H:4]([CH3:31])[O:5][C:6]1[CH:7]=[C:8]([C:23]2[NH:27][C:26]([C:28](O)=[O:29])=[CH:25][CH:24]=2)[CH:9]=[C:10]([O:12][C:13]2[CH:18]=[N:17][C:16]([S:19]([CH3:22])(=[O:21])=[O:20])=[CH:15][N:14]=2)[CH:11]=1.[NH2:32][CH2:33][C@H:34]([OH:37])[CH2:35][OH:36]. The catalyst is C(Cl)Cl.CN(C)C1C=CN=CC=1.C(OCC)(=O)C. The product is [OH:37][C@H:34]([CH2:35][OH:36])[CH2:33][NH:32][C:28]([C:26]1[NH:27][C:23]([C:8]2[CH:9]=[C:10]([O:12][C:13]3[CH:18]=[N:17][C:16]([S:19]([CH3:22])(=[O:20])=[O:21])=[CH:15][N:14]=3)[CH:11]=[C:6]([O:5][C@@H:4]([CH3:31])[CH2:3][O:2][CH3:1])[CH:7]=2)=[CH:24][CH:25]=1)=[O:29]. The yield is 0.540. (7) The reactants are [C:1]([O:5][C:6](=[O:29])[CH2:7][S:8]([N:11]1[CH2:16][CH2:15][CH:14]([O:17][C:18]2[CH:23]=[CH:22][C:21]([S:24][C:25]([F:28])([F:27])[F:26])=[CH:20][CH:19]=2)[CH2:13][CH2:12]1)(=[O:10])=[O:9])([CH3:4])([CH3:3])[CH3:2].[H-].[Na+].Br[CH2:33][CH2:34][O:35][CH3:36]. The catalyst is CN(C)C=O. The product is [C:1]([O:5][C:6](=[O:29])[C:7]([CH2:2][CH2:1][O:5][CH3:6])([S:8]([N:11]1[CH2:16][CH2:15][CH:14]([O:17][C:18]2[CH:19]=[CH:20][C:21]([S:24][C:25]([F:28])([F:27])[F:26])=[CH:22][CH:23]=2)[CH2:13][CH2:12]1)(=[O:10])=[O:9])[CH2:33][CH2:34][O:35][CH3:36])([CH3:4])([CH3:2])[CH3:3]. The yield is 0.440.